This data is from Catalyst prediction with 721,799 reactions and 888 catalyst types from USPTO. The task is: Predict which catalyst facilitates the given reaction. Reactant: [Na].[F:2][C:3]([F:7])([F:6])[CH2:4][OH:5].[NH2:8][C:9]1[C:14]([CH3:15])=[CH:13][N:12]=[C:11](Cl)[N:10]=1. Product: [CH3:15][C:14]1[C:9]([NH2:8])=[N:10][C:11]([O:5][CH2:4][C:3]([F:7])([F:6])[F:2])=[N:12][CH:13]=1. The catalyst class is: 6.